This data is from Forward reaction prediction with 1.9M reactions from USPTO patents (1976-2016). The task is: Predict the product of the given reaction. (1) Given the reactants [CH2:1]([S:3]([N:6]1[CH2:11][CH2:10][CH:9]([C:12]2[C:20]3[C:15](=[C:16]([C:29]([NH2:31])=[O:30])[CH:17]=[C:18]([C:21]4[CH:26]=[CH:25][CH:24]=[C:23]([CH:27]=O)[CH:22]=4)[CH:19]=3)[NH:14][CH:13]=2)[CH2:8][CH2:7]1)(=[O:5])=[O:4])[CH3:2].[CH3:32][NH:33][CH2:34][CH2:35][S:36]([CH3:39])(=[O:38])=[O:37].[BH-](OC(C)=O)(OC(C)=O)OC(C)=O.[Na+], predict the reaction product. The product is: [CH2:1]([S:3]([N:6]1[CH2:11][CH2:10][CH:9]([C:12]2[C:20]3[C:15](=[C:16]([C:29]([NH2:31])=[O:30])[CH:17]=[C:18]([C:21]4[CH:26]=[CH:25][CH:24]=[C:23]([CH2:27][N:33]([CH3:32])[CH2:34][CH2:35][S:36]([CH3:39])(=[O:38])=[O:37])[CH:22]=4)[CH:19]=3)[NH:14][CH:13]=2)[CH2:8][CH2:7]1)(=[O:4])=[O:5])[CH3:2]. (2) The product is: [CH3:2][CH:3]([C:4]1[NH:5][C:10]2[CH2:11][CH2:12][C:13](=[O:14])[C:9]=2[N:6]=1)[CH3:7]. Given the reactants Cl.[CH3:2][CH:3]([CH3:7])[C:4](=[NH:6])[NH2:5].Br[C:9]1[C:10](=O)[CH2:11][CH2:12][C:13]=1[O:14]C.C(=O)([O-])[O-].[K+].[K+].ClCCl, predict the reaction product. (3) Given the reactants [CH:1]1([NH2:4])[CH2:3][CH2:2]1.Cl.Cl[CH:7]([C:12]1[C:13](=[O:21])[C:14]([OH:20])=[C:15]([CH2:18][CH3:19])[NH:16][CH:17]=1)[C:8]([F:11])([F:10])[F:9], predict the reaction product. The product is: [CH:1]1([NH:4][CH:7]([C:12]2[C:13](=[O:21])[C:14]([OH:20])=[C:15]([CH2:18][CH3:19])[NH:16][CH:17]=2)[C:8]([F:9])([F:11])[F:10])[CH2:3][CH2:2]1. (4) Given the reactants [C:1]([NH2:4])(=[S:3])[CH3:2].CN(C=O)C.Cl[CH2:11][C:12]([C:14]1[CH:15]=[C:16]2[C:20](=[CH:21][CH:22]=1)[NH:19][C:18](=[O:23])[C:17]2=[C:24]1[CH:33]=[CH:32][C:31]2[C:26](=[CH:27][CH:28]=[CH:29][CH:30]=2)[NH:25]1)=O, predict the reaction product. The product is: [CH3:2][C:1]1[S:3][CH:11]=[C:12]([C:14]2[CH:15]=[C:16]3[C:20](=[CH:21][CH:22]=2)[NH:19][C:18](=[O:23])[C:17]3=[C:24]2[CH:33]=[CH:32][C:31]3[C:26](=[CH:27][CH:28]=[CH:29][CH:30]=3)[NH:25]2)[N:4]=1. (5) Given the reactants [C:1]([N:9]1[C:14](=[O:15])[C:13](I)=[CH:12][N:11]([CH2:17][CH2:18][CH2:19][Cl:20])[C:10]1=[O:21])(=[O:8])[C:2]1[CH:7]=[CH:6][CH:5]=[CH:4][CH:3]=1.[N:22]1[CH:27]=[CH:26][CH:25]=[C:24](B(O)O)[CH:23]=1.C([O-])([O-])=O.[Na+].[Na+].C1(P(C2CCCCC2)C2C=CC=CC=2C2C=CC=CC=2)CCCCC1, predict the reaction product. The product is: [C:1]([N:9]1[C:14](=[O:15])[C:13]([C:24]2[CH:23]=[N:22][CH:27]=[CH:26][CH:25]=2)=[CH:12][N:11]([CH2:17][CH2:18][CH2:19][Cl:20])[C:10]1=[O:21])(=[O:8])[C:2]1[CH:7]=[CH:6][CH:5]=[CH:4][CH:3]=1. (6) Given the reactants C1(C[N:8]([CH2:23][CH:24]([CH:26]2[CH2:31][CH2:30][C:29]3[CH:32]=[C:33]([F:36])[CH:34]=[CH:35][C:28]=3[O:27]2)[OH:25])[CH2:9][CH:10]([CH:12]2[CH2:17][CH2:16][C:15]3[CH:18]=[C:19]([F:22])[CH:20]=[CH:21][C:14]=3[O:13]2)[OH:11])C=CC=CC=1.CO.C([O-])=O.[NH4+], predict the reaction product. The product is: [CH:34]1[C:33]([F:36])=[CH:32][C:29]2[CH2:30][CH2:31][CH:26]([CH:24]([OH:25])[CH2:23][NH:8][CH2:9][CH:10]([OH:11])[CH:12]3[O:13][C:14]4[CH:21]=[CH:20][C:19]([F:22])=[CH:18][C:15]=4[CH2:16][CH2:17]3)[O:27][C:28]=2[CH:35]=1. (7) Given the reactants [Cl:1][C:2]1[CH:10]=[C:6]([C:7]([OH:9])=O)[C:5]([OH:11])=[CH:4][CH:3]=1.[CH2:12]([C:14]1[CH:15]=[C:16]([CH:18]=[CH:19][CH:20]=1)[NH2:17])[CH3:13].P(Cl)(Cl)Cl.C(Cl)Cl, predict the reaction product. The product is: [CH2:12]([C:14]1[CH:15]=[C:16]([NH:17][C:7](=[O:9])[C:6]2[CH:10]=[C:2]([Cl:1])[CH:3]=[CH:4][C:5]=2[OH:11])[CH:18]=[CH:19][CH:20]=1)[CH3:13].